This data is from Catalyst prediction with 721,799 reactions and 888 catalyst types from USPTO. The task is: Predict which catalyst facilitates the given reaction. (1) Reactant: [F:1][C:2]([F:27])([O:7][C:8]1[CH:13]=[CH:12][C:11]([N:14]2[CH:18]=[N:17][C:16]([C:19]3[CH:24]=[CH:23][C:22]([CH2:25]O)=[CH:21][CH:20]=3)=[N:15]2)=[CH:10][CH:9]=1)[C:3]([F:6])([F:5])[F:4].C1(P([N:42]=[N+:43]=[N-:44])(C2C=CC=CC=2)=O)C=CC=CC=1.N1(C2CCCCCCCCCC2)CCCN=CCCCCC1. Product: [N:42]([CH2:25][C:22]1[CH:23]=[CH:24][C:19]([C:16]2[N:17]=[CH:18][N:14]([C:11]3[CH:12]=[CH:13][C:8]([O:7][C:2]([F:27])([F:1])[C:3]([F:6])([F:5])[F:4])=[CH:9][CH:10]=3)[N:15]=2)=[CH:20][CH:21]=1)=[N+:43]=[N-:44]. The catalyst class is: 253. (2) Reactant: [CH3:1][C:2]1[C:3]([CH2:8][NH:9][CH2:10][C:11]2[C:16]([CH3:17])=[CH:15][CH:14]=[CH:13][N:12]=2)=[N:4][CH:5]=[CH:6][CH:7]=1.[C:18]([C:20]1[C:25]([CH2:26]Br)=[CH:24][CH:23]=[CH:22][N:21]=1)#[N:19].CCN(C(C)C)C(C)C. Product: [CH3:1][C:2]1[C:3]([CH2:8][N:9]([CH2:26][C:25]2[C:20]([C:18]#[N:19])=[N:21][CH:22]=[CH:23][CH:24]=2)[CH2:10][C:11]2[C:16]([CH3:17])=[CH:15][CH:14]=[CH:13][N:12]=2)=[N:4][CH:5]=[CH:6][CH:7]=1. The catalyst class is: 23. (3) Reactant: [O:1]=[C:2]1[CH2:7][CH2:6][CH2:5][C:4]([C:10]2[CH:15]=[CH:14][CH:13]=[CH:12][CH:11]=2)([C:8]#[N:9])[CH2:3]1.[CH2:16](O)[CH2:17][OH:18].C1(C)C=CC(S([O-])(=O)=O)=CC=1.[NH+]1C=CC=CC=1. The catalyst class is: 48. Product: [CH2:16]1[CH2:17][O:18][C:2]2([CH2:7][CH2:6][CH2:5][C:4]([C:10]3[CH:11]=[CH:12][CH:13]=[CH:14][CH:15]=3)([C:8]#[N:9])[CH2:3]2)[O:1]1. (4) Reactant: Cl[C:2]1[C:11]([CH3:12])=[C:10](Cl)[C:9]2[C:4](=[N:5][CH:6]=[CH:7][CH:8]=2)[N:3]=1.O.[C:15]1(B(O)O)[CH:20]=[CH:19][CH:18]=[CH:17][CH:16]=1.C([O-])([O-])=O.[Na+].[Na+]. Product: [CH3:12][C:11]1[C:2]([C:15]2[CH:20]=[CH:19][CH:18]=[CH:17][CH:16]=2)=[N:3][C:4]2[C:9]([C:10]=1[C:15]1[CH:20]=[CH:19][CH:18]=[CH:17][CH:16]=1)=[CH:8][CH:7]=[CH:6][N:5]=2. The catalyst class is: 109. (5) Reactant: [H-].[Al+3].[Li+].[H-].[H-].[H-].C[O:8][C:9](=O)[CH2:10][C:11]1[CH:16]=[CH:15][CH:14]=[CH:13][C:12]=1[O:17][CH3:18].[OH-].[Na+]. Product: [CH3:18][O:17][C:12]1[CH:13]=[CH:14][CH:15]=[CH:16][C:11]=1[CH2:10][CH2:9][OH:8]. The catalyst class is: 7. (6) Reactant: [H-].[Na+].[O:3]1[CH2:6][CH:5]([OH:7])[CH2:4]1.[F:8][C:9]1[CH:10]=[C:11]([CH:16]=[CH:17][C:18]=1F)[C:12]([O:14][CH3:15])=[O:13]. Product: [F:8][C:9]1[CH:10]=[C:11]([CH:16]=[CH:17][C:18]=1[O:7][CH:5]1[CH2:6][O:3][CH2:4]1)[C:12]([O:14][CH3:15])=[O:13]. The catalyst class is: 3. (7) Reactant: [C:1](N[C@H](C(O)=O)CCC(O)=O)(=[O:5])[C:2](C)=[CH2:3].[NH2:16][CH2:17][CH2:18][C:19]([OH:21])=[O:20].[OH-].[Na+].C(Cl)(=O)C=C. Product: [C:1]([NH:16][CH2:17][CH2:18][C:19]([OH:21])=[O:20])(=[O:5])[CH:2]=[CH2:3]. The catalyst class is: 6. (8) Reactant: [CH3:1][C:2]1[S:9][C:8]2[CH:7]=[C:6]([C:10]3[S:14][C:13]([C:15](OCC)=[O:16])=[N:12][N:11]=3)[NH:5][C:4]=2[C:3]=1[N:20]([CH3:29])[S:21]([C:24]1[S:25][CH:26]=[CH:27][CH:28]=1)(=[O:23])=[O:22].[H-].[Al+3].[Li+].[H-].[H-].[H-].O.[OH-].[Na+]. Product: [OH:16][CH2:15][C:13]1[S:14][C:10]([C:6]2[NH:5][C:4]3[C:3]([N:20]([CH3:29])[S:21]([C:24]4[S:25][CH:26]=[CH:27][CH:28]=4)(=[O:22])=[O:23])=[C:2]([CH3:1])[S:9][C:8]=3[CH:7]=2)=[N:11][N:12]=1. The catalyst class is: 7.